This data is from Full USPTO retrosynthesis dataset with 1.9M reactions from patents (1976-2016). The task is: Predict the reactants needed to synthesize the given product. Given the product [F:1][C:2]1[CH:3]=[CH:4][C:5]([C:8]2[CH:13]=[CH:12][C:11]3[N:14]=[C:17]([C:26]4[CH:25]=[CH:24][CH:23]=[CH:22][C:21]=4[OH:20])[CH2:18][C:19](=[O:27])[NH:15][C:10]=3[CH:9]=2)=[CH:6][CH:7]=1.[F:1][C:2]1[CH:3]=[CH:4][C:5]([C:8]2[CH:13]=[CH:12][C:11]3[NH:14][C:19](=[O:27])[CH2:18][C:17]([C:26]4[CH:25]=[CH:24][CH:23]=[CH:22][C:21]=4[OH:20])=[N:15][C:10]=3[CH:9]=2)=[CH:6][CH:7]=1, predict the reactants needed to synthesize it. The reactants are: [F:1][C:2]1[CH:7]=[CH:6][C:5]([C:8]2[CH:13]=[CH:12][C:11]([NH2:14])=[C:10]([NH2:15])[CH:9]=2)=[CH:4][CH:3]=1.O[C:17]1[C:26]2[C:21](=[CH:22][CH:23]=[CH:24][CH:25]=2)[O:20][C:19](=[O:27])[CH:18]=1.